From a dataset of Full USPTO retrosynthesis dataset with 1.9M reactions from patents (1976-2016). Predict the reactants needed to synthesize the given product. (1) Given the product [C:9]1(=[O:14])[N:1]([CH:2]2[CH2:7][CH2:6][CH:5]([OH:8])[CH2:4][CH2:3]2)[C:12](=[O:13])[C:11]2=[CH:15][CH:16]=[CH:17][CH:18]=[C:10]12, predict the reactants needed to synthesize it. The reactants are: [NH2:1][C@H:2]1[CH2:7][CH2:6][C@H:5]([OH:8])[CH2:4][CH2:3]1.[C:9]1(=O)[O:14][C:12](=[O:13])[C:11]2=[CH:15][CH:16]=[CH:17][CH:18]=[C:10]12.Br.N1C=CC=CC=1. (2) Given the product [F:1][C:2]1[CH:24]=[CH:23][C:5]([CH2:6][C@H:7]2[CH2:12][C@@H:11]([C:13]3[O:17][NH:16][C:15](=[O:18])[CH:14]=3)[CH2:10][CH2:9][NH:8]2)=[CH:4][CH:3]=1, predict the reactants needed to synthesize it. The reactants are: [F:1][C:2]1[CH:24]=[CH:23][C:5]([CH2:6][C@H:7]2[CH2:12][C@@H:11]([C:13]3[O:17][NH:16][C:15](=[O:18])[CH:14]=3)[CH2:10][CH2:9][N:8]2C(OC)=O)=[CH:4][CH:3]=1.Br. (3) Given the product [C:13]([O:12][C:10]([N:17]1[CH2:22][CH2:21][N:20]([C:2]2[C:7]([CH3:8])=[N:6][C:5]([CH3:9])=[CH:4][N:3]=2)[CH2:19][CH2:18]1)=[O:11])([CH3:16])([CH3:14])[CH3:15], predict the reactants needed to synthesize it. The reactants are: Cl[C:2]1[C:7]([CH3:8])=[N:6][C:5]([CH3:9])=[CH:4][N:3]=1.[C:10]([N:17]1[CH2:22][CH2:21][NH:20][CH2:19][CH2:18]1)([O:12][C:13]([CH3:16])([CH3:15])[CH3:14])=[O:11].C1(P(C2CCCCC2)C2C=CC=CC=2C2C(C(C)C)=CC(C(C)C)=CC=2C(C)C)CCCCC1.CC(C)([O-])C.[Na+]. (4) Given the product [Cl:1][C:2]1[N:10]=[C:9]([Cl:11])[CH:8]=[C:7]([CH3:12])[C:3]=1[C:4]([Cl:15])=[O:5], predict the reactants needed to synthesize it. The reactants are: [Cl:1][C:2]1[N:10]=[C:9]([Cl:11])[CH:8]=[C:7]([CH3:12])[C:3]=1[C:4](O)=[O:5].S(Cl)([Cl:15])=O. (5) Given the product [ClH:27].[ClH:27].[NH2:42][C:43]1[N:48]=[CH:47][C:46]([C:31]2[CH:32]=[CH:33][C:34]([O:35][CH2:36][CH3:37])=[C:29]([CH:30]=2)[CH2:28][N:15]([CH:12]2[CH2:11][CH2:10][CH:9]([NH:8][CH3:1])[CH2:14][CH2:13]2)[C:16]([C:18]2[S:22][C:21]3[CH:23]=[CH:24][CH:25]=[CH:26][C:20]=3[C:19]=2[Cl:27])=[O:17])=[CH:45][N:44]=1, predict the reactants needed to synthesize it. The reactants are: [C:1]([N:8](C)[CH:9]1[CH2:14][CH2:13][CH:12]([N:15]([CH2:28][C:29]2[CH:30]=[C:31](B(O)O)[CH:32]=[CH:33][C:34]=2[O:35][CH2:36][CH3:37])[C:16]([C:18]2[S:22][C:21]3[CH:23]=[CH:24][CH:25]=[CH:26][C:20]=3[C:19]=2[Cl:27])=[O:17])[CH2:11][CH2:10]1)(OC(C)(C)C)=O.[NH2:42][C:43]1[N:48]=[CH:47][C:46](Br)=[CH:45][N:44]=1. (6) Given the product [OH:8][C:9]1[CH:14]=[CH:13][C:12]([CH2:15][C:16]([N:18]([CH3:19])[CH3:20])=[O:17])=[C:11]([CH3:21])[CH:10]=1, predict the reactants needed to synthesize it. The reactants are: C([O:8][C:9]1[CH:14]=[CH:13][C:12]([CH2:15][C:16]([N:18]([CH3:20])[CH3:19])=[O:17])=[C:11]([CH3:21])[CH:10]=1)C1C=CC=CC=1. (7) The reactants are: [N:1]1[CH:6]=[CH:5][CH:4]=[N:3][C:2]=1[N:7]1[CH2:12][CH2:11][CH:10]([C:13]([OH:15])=O)[CH2:9][CH2:8]1.BrC1N=CC=CN=1.[N:23]1[C:32]2[C:27](=[CH:28][CH:29]=[CH:30][CH:31]=2)[C:26]([NH2:33])=[CH:25][N:24]=1. Given the product [N:23]1[C:32]2[C:27](=[CH:28][CH:29]=[CH:30][CH:31]=2)[C:26]([NH:33][C:13]([CH:10]2[CH2:9][CH2:8][N:7]([C:2]3[N:1]=[CH:6][CH:5]=[CH:4][N:3]=3)[CH2:12][CH2:11]2)=[O:15])=[CH:25][N:24]=1, predict the reactants needed to synthesize it.